Dataset: Full USPTO retrosynthesis dataset with 1.9M reactions from patents (1976-2016). Task: Predict the reactants needed to synthesize the given product. Given the product [CH3:9][O:8][C:6](=[O:7])[C:5]1[CH:10]=[CH:11][C:2]([C:23]2[CH:22]=[N:21][C:20]([O:19][CH2:12][C:13]3[CH:18]=[CH:17][CH:16]=[CH:15][CH:14]=3)=[CH:25][CH:24]=2)=[CH:3][CH:4]=1, predict the reactants needed to synthesize it. The reactants are: Br[C:2]1[CH:11]=[CH:10][C:5]([C:6]([O:8][CH3:9])=[O:7])=[CH:4][CH:3]=1.[CH2:12]([O:19][C:20]1[CH:25]=[CH:24][C:23]([Sn](CCCC)(CCCC)CCCC)=[CH:22][N:21]=1)[C:13]1[CH:18]=[CH:17][CH:16]=[CH:15][CH:14]=1.